This data is from Full USPTO retrosynthesis dataset with 1.9M reactions from patents (1976-2016). The task is: Predict the reactants needed to synthesize the given product. (1) Given the product [C:20]([O:24][C:25]([N:27]1[CH2:32][CH2:31][CH:30]([N:33]([CH:34]2[CH2:35][CH2:36]2)[C:17]([C:14]2[N:13]=[C:12]([C:4]3[CH:5]=[CH:6][C:7]([S:8]([CH3:11])(=[O:9])=[O:10])=[C:2]([F:1])[CH:3]=3)[O:16][N:15]=2)=[O:19])[CH2:29][CH2:28]1)=[O:26])([CH3:23])([CH3:21])[CH3:22], predict the reactants needed to synthesize it. The reactants are: [F:1][C:2]1[CH:3]=[C:4]([C:12]2[O:16][N:15]=[C:14]([C:17]([OH:19])=O)[N:13]=2)[CH:5]=[CH:6][C:7]=1[S:8]([CH3:11])(=[O:10])=[O:9].[C:20]([O:24][C:25]([N:27]1[CH2:32][CH2:31][CH:30]([NH:33][CH:34]2[CH2:36][CH2:35]2)[CH2:29][CH2:28]1)=[O:26])([CH3:23])([CH3:22])[CH3:21]. (2) Given the product [CH:1]1([CH2:7][CH:8]([CH2:20][C:21]([N:23]2[CH2:28][CH2:27][O:26][CH2:25][CH2:24]2)=[O:22])[C:9]([OH:10])=[O:35])[CH2:2][CH2:3][CH2:4][CH2:5][CH2:6]1, predict the reactants needed to synthesize it. The reactants are: [CH:1]1([CH2:7][CH:8]([CH2:20][C:21]([N:23]2[CH2:28][CH2:27][O:26][CH2:25][CH2:24]2)=[O:22])[C:9](N2C(C(C)C)COC2=O)=[O:10])[CH2:6][CH2:5][CH2:4][CH2:3][CH2:2]1.O.[OH-].[Li+].OO.N([O-])=[O:35].[Na+]. (3) Given the product [O:18]1[CH2:19][CH2:20][N:21]([C:24]2[CH:25]=[CH:26][C:27]([NH:28][C:2]3[N:7]=[C:6]([NH:8][C:9]4[CH:14]=[CH:13][CH:12]=[C:11]([N+:15]([O-:17])=[O:16])[CH:10]=4)[CH:5]=[CH:4][N:3]=3)=[CH:29][CH:30]=2)[CH2:22][CH2:23]1, predict the reactants needed to synthesize it. The reactants are: Cl[C:2]1[N:7]=[C:6]([NH:8][C:9]2[CH:14]=[CH:13][CH:12]=[C:11]([N+:15]([O-:17])=[O:16])[CH:10]=2)[CH:5]=[CH:4][N:3]=1.[O:18]1[CH2:23][CH2:22][N:21]([C:24]2[CH:30]=[CH:29][C:27]([NH2:28])=[CH:26][CH:25]=2)[CH2:20][CH2:19]1.C(C(O)=O)(F)(F)F. (4) Given the product [N:1]1[CH:6]=[CH:5][CH:4]=[CH:3][C:2]=1[C:7]1[C:8]([C:15]2[C:24]3[C:19](=[CH:20][C:21]([O:25][CH2:26][CH2:27][O:28][S:30]([CH3:29])(=[O:32])=[O:31])=[CH:22][CH:23]=3)[N:18]=[CH:17][CH:16]=2)=[C:9]2[CH2:14][CH2:13][CH2:12][N:10]2[N:11]=1, predict the reactants needed to synthesize it. The reactants are: [N:1]1[CH:6]=[CH:5][CH:4]=[CH:3][C:2]=1[C:7]1[C:8]([C:15]2[C:24]3[C:19](=[CH:20][C:21]([O:25][CH2:26][CH2:27][OH:28])=[CH:22][CH:23]=3)[N:18]=[CH:17][CH:16]=2)=[C:9]2[CH2:14][CH2:13][CH2:12][N:10]2[N:11]=1.[CH3:29][S:30](Cl)(=[O:32])=[O:31].